Dataset: Forward reaction prediction with 1.9M reactions from USPTO patents (1976-2016). Task: Predict the product of the given reaction. (1) Given the reactants C1([N:4]2[CH2:8][CH2:7][C@@H:6]([C:9]#[N:10])[C:5]2=[O:11])CC1.I[C:13]1[CH:18]=[CH:17][N:16]=[C:15]([NH2:19])[CH:14]=1.CN[CH2:22][CH2:23]NC.[C:26](=O)([O-])[O-].[K+].[K+], predict the reaction product. The product is: [NH2:19][C:15]1[CH:14]=[C:13]([N:4]2[CH2:8][CH2:7][C@:6]([CH:23]3[CH2:22][CH2:26]3)([C:9]#[N:10])[C:5]2=[O:11])[CH:18]=[CH:17][N:16]=1. (2) Given the reactants [F:1][C:2]1[CH:7]=[C:6]([F:8])[CH:5]=[CH:4][C:3]=1[CH2:9][CH2:10][N:11]1[CH2:16][CH2:15][C:14]([F:27])([S:17]([C:20]2[CH:25]=[CH:24][C:23](F)=[CH:22][CH:21]=2)(=[O:19])=[O:18])[CH2:13][CH2:12]1.[C-:28]#[N:29].[Na+].CS(C)=O, predict the reaction product. The product is: [F:1][C:2]1[CH:7]=[C:6]([F:8])[CH:5]=[CH:4][C:3]=1[CH2:9][CH2:10][N:11]1[CH2:12][CH2:13][C:14]([S:17]([C:20]2[CH:21]=[CH:22][C:23]([C:28]#[N:29])=[CH:24][CH:25]=2)(=[O:19])=[O:18])([F:27])[CH2:15][CH2:16]1. (3) Given the reactants [CH3:1][C:2]1[CH:7]=[CH:6][C:5]([N+:8]([O-:10])=[O:9])=[CH:4][C:3]=1[OH:11].[OH-].[Na+].[C:14](OC(=O)C)(=[O:16])[CH3:15], predict the reaction product. The product is: [C:14]([O:11][C:3]1[CH:4]=[C:5]([N+:8]([O-:10])=[O:9])[CH:6]=[CH:7][C:2]=1[CH3:1])(=[O:16])[CH3:15]. (4) Given the reactants C([Li])[CH2:2][CH2:3][CH3:4].[CH:6]1([S:9][S:10][CH:11]2[CH2:13][CH2:12]2)[CH2:8][CH2:7]1.Br[CH2:15][C@@H:16]1[CH2:20][O:19][C:18]([CH3:22])([CH3:21])[O:17]1.[Cl-].[NH4+], predict the reaction product. The product is: [CH3:21][C:18]1([CH3:22])[O:17][C@H:16]([CH2:15][C:6]2([S:9][S:10][C:11]3([CH2:15][C@@H:16]4[CH2:20][O:19][C:3]([CH3:4])([CH3:2])[O:17]4)[CH2:13][CH2:12]3)[CH2:8][CH2:7]2)[CH2:20][O:19]1. (5) Given the reactants [Cl:1][C:2]1[C:10]2[C:5](=[N:6][C:7]([O:12][CH2:13][C:14]([O:16]CC)=[O:15])=[CH:8][C:9]=2[CH3:11])[N:4]([CH3:19])[N:3]=1.O.[Li+].[OH-], predict the reaction product. The product is: [Cl:1][C:2]1[C:10]2[C:5](=[N:6][C:7]([O:12][CH2:13][C:14]([OH:16])=[O:15])=[CH:8][C:9]=2[CH3:11])[N:4]([CH3:19])[N:3]=1. (6) Given the reactants [Br-].[CH2:2]([P+](C1C=CC=CC=1)(C1C=CC=CC=1)C1C=CC=CC=1)[CH2:3][CH2:4][CH2:5][CH2:6][CH2:7][CH3:8].[Li]CCCC.[C:33]([N:40]1[CH2:45][CH2:44][CH2:43][CH2:42][CH:41]1C=O)([O:35][C:36]([CH3:39])([CH3:38])[CH3:37])=[O:34].CCOC(C)=O.CCCCCC, predict the reaction product. The product is: [C:33]([N:40]1[CH2:41][CH2:42][CH2:43][CH2:44][CH:45]1/[CH:2]=[CH:3]\[CH2:4][CH2:5][CH2:6][CH2:7][CH3:8])([O:35][C:36]([CH3:39])([CH3:38])[CH3:37])=[O:34]. (7) The product is: [C:1]([C@@:3]1([F:25])[C@H:7]([OH:8])[CH2:6][O:5][C@H:4]1[N:9]1[CH:17]=[N:16][C:15]2[C:14](=[O:18])[NH:13][C:12]([NH2:19])=[N:11][C:10]1=2)#[CH:2]. Given the reactants [C:1]([C@@:3]1([F:25])[C@H:7]([OH:8])[CH2:6][O:5][C@H:4]1[N:9]1[CH:17]=[N:16][C:15]2[C:14](=[O:18])[NH:13][C:12]([NH:19]C(=O)C(C)C)=[N:11][C:10]1=2)#[CH:2], predict the reaction product. (8) Given the reactants [C:1]1([C:19]2[CH:24]=[CH:23][CH:22]=[CH:21][CH:20]=2)[CH:6]=[CH:5][CH:4]=[C:3]([C:7]2[N:8]=[CH:9][C:10]([NH2:18])=[C:11]3C(C#N)=[CH:14][S:13][C:12]=23)[CH:2]=1.[OH-:25].[Na+].[CH2:27]([OH:29])[CH3:28], predict the reaction product. The product is: [NH2:18][C:10]1[CH:9]=[N:8][C:7]([C:3]2[CH:2]=[C:1]([C:19]3[CH:24]=[CH:23][CH:22]=[CH:21][CH:20]=3)[CH:6]=[CH:5][CH:4]=2)=[C:12]2[S:13][CH:14]=[C:28]([C:27]([OH:25])=[O:29])[C:11]=12.